From a dataset of Choline transporter screen with 302,306 compounds. Binary Classification. Given a drug SMILES string, predict its activity (active/inactive) in a high-throughput screening assay against a specified biological target. (1) The molecule is Clc1nn(C23CC4(CC(C2)CC(C3)C4)C(OC)=O)cn1. The result is 0 (inactive). (2) The result is 0 (inactive). The compound is Clc1ccc(CN2CC(NC(=O)c3c(F)c(F)ccc3F)CCC2)cc1. (3) The result is 0 (inactive). The compound is Clc1cc(NC(=O)COC(=O)CSc2oc(nn2)c2ccc(Cl)cc2)cc(Cl)c1. (4) The compound is Clc1cc2sc(N3CCCN(CC3)C(=O)NC(C)C)nc2cc1. The result is 0 (inactive).